From a dataset of Full USPTO retrosynthesis dataset with 1.9M reactions from patents (1976-2016). Predict the reactants needed to synthesize the given product. (1) Given the product [CH2:15]([O:14][C:12](=[O:13])[NH:6][C:5]1[C:7]([CH3:9])=[CH:8][C:2]([Br:1])=[CH:3][C:4]=1[CH3:10])[CH2:16][CH3:17], predict the reactants needed to synthesize it. The reactants are: [Br:1][C:2]1[CH:8]=[C:7]([CH3:9])[C:5]([NH2:6])=[C:4]([CH3:10])[CH:3]=1.Cl[C:12]([O:14][CH2:15][CH2:16][CH3:17])=[O:13].O1CCCC1.C(=O)([O-])[O-].[K+].[K+]. (2) The reactants are: [C:1]([O:5][C:6]([N:8]1[CH2:13][CH2:12][CH:11]([C:14](=O)[CH2:15][C:16]([O:18][CH2:19][CH3:20])=[O:17])[CH2:10][CH2:9]1)=[O:7])([CH3:4])([CH3:3])[CH3:2].[H-].[Na+].Br.Br[CH2:26][C:27]([C:29]1[CH:34]=[CH:33][N:32]=[CH:31][CH:30]=1)=O.C([O-])(=O)C.[NH4+:39]. Given the product [C:1]([O:5][C:6]([N:8]1[CH2:13][CH2:12][CH:11]([C:14]2[NH:39][C:27]([C:29]3[CH:34]=[CH:33][N:32]=[CH:31][CH:30]=3)=[CH:26][C:15]=2[C:16]([O:18][CH2:19][CH3:20])=[O:17])[CH2:10][CH2:9]1)=[O:7])([CH3:4])([CH3:3])[CH3:2], predict the reactants needed to synthesize it. (3) Given the product [F:33][C:34]([F:45])([F:46])[O:35][C:36]1[CH:37]=[C:38]([C@@H:42]([NH:44][C:21]([C:20]2[C:14]3[C:15](=[N:16][CH:17]=[C:12]([C:6]4[C:5]5[C:9](=[CH:10][C:2]([F:1])=[CH:3][CH:4]=5)[N:8]([CH3:11])[N:7]=4)[N:13]=3)[N:18]([CH2:24][O:25][CH2:26][CH2:27][Si:28]([CH3:29])([CH3:31])[CH3:30])[CH:19]=2)=[O:22])[CH3:43])[CH:39]=[CH:40][CH:41]=1, predict the reactants needed to synthesize it. The reactants are: [F:1][C:2]1[CH:10]=[C:9]2[C:5]([C:6]([C:12]3[N:13]=[C:14]4[C:20]([C:21](O)=[O:22])=[CH:19][N:18]([CH2:24][O:25][CH2:26][CH2:27][Si:28]([CH3:31])([CH3:30])[CH3:29])[C:15]4=[N:16][CH:17]=3)=[N:7][N:8]2[CH3:11])=[CH:4][CH:3]=1.Cl.[F:33][C:34]([F:46])([F:45])[O:35][C:36]1[CH:37]=[C:38]([C@@H:42]([NH2:44])[CH3:43])[CH:39]=[CH:40][CH:41]=1.C(N(CC)C(C)C)(C)C.CN(C(ON1N=NC2C=CC=NC1=2)=[N+](C)C)C.F[P-](F)(F)(F)(F)F. (4) The reactants are: [CH2:1]=[CH:2][CH2:3][CH2:4][CH2:5][CH2:6][CH2:7][CH2:8][CH2:9][CH2:10][CH2:11][CH2:12][CH2:13][CH2:14][CH2:15][CH2:16][CH2:17][CH3:18].[S:19](=[O:22])([OH:21])[O-:20].[Na+:23].C(C1C=C(C)C=C(C(C)(C)C)C=1O)(C)(C)C.C1C(C(OOC(C)(C)C)=O)=CC=CC=1. Given the product [Na+:23].[Na+:23].[CH2:1]([S:19]([O-:22])(=[O:21])=[O:20])[CH:2]([S:19]([O-:21])(=[O:20])=[O:22])[CH2:3][CH2:4][CH2:5][CH2:6][CH2:7][CH2:8][CH2:9][CH2:10][CH2:11][CH2:12][CH2:13][CH2:14][CH2:15][CH2:16][CH2:17][CH3:18], predict the reactants needed to synthesize it. (5) Given the product [CH2:2]([N:22]1[C:23]2=[CH:27][CH2:26][S:25][C:24]2=[CH:23][C:24]2[S:25][CH:26]=[CH:16][C:17]1=2)[CH2:3][CH2:4][CH2:5][CH2:6][CH2:7][CH2:8][CH2:9][CH2:10][CH2:11][CH2:12][CH3:13], predict the reactants needed to synthesize it. The reactants are: C(=O)[CH2:2][CH2:3][CH2:4][CH2:5][CH2:6][CH2:7][CH2:8][CH2:9][CH2:10][CH2:11][CH2:12][CH3:13].F[C:16](F)(F)[C:17](O)=O.[NH2:22][C:23]1[CH:27]=[CH:26][S:25][CH:24]=1.[OH-].[Na+].